This data is from Reaction yield outcomes from USPTO patents with 853,638 reactions. The task is: Predict the reaction yield, written as a fraction of the theoretical maximum amount of product (1.0 means a 100% yield; for example, 0.34 means a 34% yield). The reactants are CCN(C(C)C)C(C)C.[Li]CCCC.[Cl:15][C:16]1[CH:24]=[CH:23][C:19]([C:20]([OH:22])=[O:21])=[CH:18][C:17]=1[F:25].[Br:26]C(Cl)(Cl)C(Br)(Cl)Cl. The catalyst is C1COCC1. The product is [Br:26][C:18]1[C:17]([F:25])=[C:16]([Cl:15])[CH:24]=[CH:23][C:19]=1[C:20]([OH:22])=[O:21]. The yield is 0.833.